From a dataset of Catalyst prediction with 721,799 reactions and 888 catalyst types from USPTO. Predict which catalyst facilitates the given reaction. (1) Reactant: [CH2:1]([N:3]1[CH2:8][CH2:7][N:6]([C:9]2[CH:14]=[CH:13][C:12]([NH2:15])=[CH:11][CH:10]=2)[CH2:5][CH2:4]1)[CH3:2].Cl[C:17]1([C:41]2[C:42]([O:47][CH2:48][CH3:49])=[N:43][CH:44]=[CH:45][CH:46]=2)[C:25]2[C:20](=[CH:21][CH:22]=[C:23]([I:26])[CH:24]=2)[N:19]([S:27]([C:30]2[CH:35]=[CH:34][C:33]([O:36][CH3:37])=[CH:32][C:31]=2[O:38][CH3:39])(=[O:29])=[O:28])[C:18]1=[O:40]. Product: [CH3:39][O:38][C:31]1[CH:32]=[C:33]([O:36][CH3:37])[CH:34]=[CH:35][C:30]=1[S:27]([N:19]1[C:20]2[C:25](=[CH:24][C:23]([I:26])=[CH:22][CH:21]=2)[C:17]([C:41]2[C:42]([O:47][CH2:48][CH3:49])=[N:43][CH:44]=[CH:45][CH:46]=2)([NH:15][C:12]2[CH:13]=[CH:14][C:9]([N:6]3[CH2:5][CH2:4][N:3]([CH2:1][CH3:2])[CH2:8][CH2:7]3)=[CH:10][CH:11]=2)[C:18]1=[O:40])(=[O:29])=[O:28]. The catalyst class is: 4. (2) Reactant: [CH2:1]([O:3][C:4](=[O:27])[CH2:5][N:6]1[C:14]2[CH2:13][CH2:12][CH2:11][C@@H:10]([NH:15][S:16]([C:19]3[CH:24]=[CH:23][C:22]([F:25])=[C:21]([Cl:26])[CH:20]=3)(=[O:18])=[O:17])[C:9]=2[CH:8]=[N:7]1)[CH3:2].CI.[C:30](=O)([O-])[O-].[K+].[K+]. Product: [CH2:1]([O:3][C:4](=[O:27])[CH2:5][N:6]1[C:14]2[CH2:13][CH2:12][CH2:11][C@@H:10]([N:15]([S:16]([C:19]3[CH:24]=[CH:23][C:22]([F:25])=[C:21]([Cl:26])[CH:20]=3)(=[O:17])=[O:18])[CH3:30])[C:9]=2[CH:8]=[N:7]1)[CH3:2]. The catalyst class is: 10. (3) Reactant: [Cl:1][C:2]1[CH:3]=[C:4]([CH:21]=[CH:22][CH:23]=1)[CH2:5][NH:6][C:7]1[N:20]=[C:10]2[C:11]([O:18][CH3:19])=[CH:12][C:13]([C:15]([OH:17])=O)=[CH:14][N:9]2[N:8]=1.[CH3:24][C:25]1([CH2:33][CH:34]([OH:36])[CH3:35])[O:30][CH2:29][C:28]([CH3:32])([CH3:31])[NH:27][CH2:26]1.C(N(CC)C(C)C)(C)C.CN(C(ON1N=NC2C=CC=NC1=2)=[N+](C)C)C.F[P-](F)(F)(F)(F)F. Product: [Cl:1][C:2]1[CH:3]=[C:4]([CH:21]=[CH:22][CH:23]=1)[CH2:5][NH:6][C:7]1[N:20]=[C:10]2[C:11]([O:18][CH3:19])=[CH:12][C:13]([C:15]([N:27]3[C:28]([CH3:31])([CH3:32])[CH2:29][O:30][C:25]([CH2:33][CH:34]([OH:36])[CH3:35])([CH3:24])[CH2:26]3)=[O:17])=[CH:14][N:9]2[N:8]=1. The catalyst class is: 9. (4) Reactant: [F:1][C:2]1[CH:3]=[C:4]([N:9]2[CH:13]=[CH:12][N:11]=[CH:10]2)[CH:5]=[C:6](Br)[CH:7]=1.[Br-].[CH3:15][N:16](C=O)C. Product: [F:1][C:2]1[CH:3]=[C:4]([N:9]2[CH:13]=[CH:12][N:11]=[CH:10]2)[CH:5]=[C:6]([C:15]#[N:16])[CH:7]=1. The catalyst class is: 267. (5) Reactant: Br[C:2]1[CH:3]=[C:4]2[C:9](=[CH:10][CH:11]=1)[CH:8]=[C:7]([O:12][Si:13]([C:16]([CH3:19])([CH3:18])[CH3:17])([CH3:15])[CH3:14])[CH:6]=[CH:5]2.[CH2:20]([NH:24][C:25](=[O:34])[O:26][CH2:27][C:28]1[CH:33]=[CH:32][CH:31]=[CH:30][CH:29]=1)[CH2:21][C:22]#[CH:23].C(N(CC)CC)C. Product: [Si:13]([O:12][C:7]1[CH:8]=[C:9]2[C:4](=[CH:5][CH:6]=1)[CH:3]=[C:2]([C:23]#[C:22][CH2:21][CH2:20][NH:24][C:25](=[O:34])[O:26][CH2:27][C:28]1[CH:33]=[CH:32][CH:31]=[CH:30][CH:29]=1)[CH:11]=[CH:10]2)([C:16]([CH3:19])([CH3:18])[CH3:17])([CH3:15])[CH3:14]. The catalyst class is: 540.